This data is from NCI-60 drug combinations with 297,098 pairs across 59 cell lines. The task is: Regression. Given two drug SMILES strings and cell line genomic features, predict the synergy score measuring deviation from expected non-interaction effect. (1) Drug 1: C1CCN(CC1)CCOC2=CC=C(C=C2)C(=O)C3=C(SC4=C3C=CC(=C4)O)C5=CC=C(C=C5)O. Drug 2: C1=NC2=C(N1)C(=S)N=CN2. Cell line: HCC-2998. Synergy scores: CSS=3.73, Synergy_ZIP=2.60, Synergy_Bliss=6.16, Synergy_Loewe=4.40, Synergy_HSA=1.12. (2) Drug 1: CC1=C2C(C(=O)C3(C(CC4C(C3C(C(C2(C)C)(CC1OC(=O)C(C(C5=CC=CC=C5)NC(=O)OC(C)(C)C)O)O)OC(=O)C6=CC=CC=C6)(CO4)OC(=O)C)OC)C)OC. Drug 2: CN1CCC(CC1)COC2=C(C=C3C(=C2)N=CN=C3NC4=C(C=C(C=C4)Br)F)OC. Cell line: MALME-3M. Synergy scores: CSS=41.1, Synergy_ZIP=11.7, Synergy_Bliss=11.8, Synergy_Loewe=3.18, Synergy_HSA=12.1. (3) Drug 1: C1=NC(=NC(=O)N1C2C(C(C(O2)CO)O)O)N. Drug 2: CC1C(C(CC(O1)OC2CC(CC3=C2C(=C4C(=C3O)C(=O)C5=C(C4=O)C(=CC=C5)OC)O)(C(=O)CO)O)N)O.Cl. Cell line: NCIH23. Synergy scores: CSS=38.4, Synergy_ZIP=-1.99, Synergy_Bliss=1.33, Synergy_Loewe=-3.44, Synergy_HSA=3.18. (4) Drug 1: CC1CCC2CC(C(=CC=CC=CC(CC(C(=O)C(C(C(=CC(C(=O)CC(OC(=O)C3CCCCN3C(=O)C(=O)C1(O2)O)C(C)CC4CCC(C(C4)OC)OCCO)C)C)O)OC)C)C)C)OC. Drug 2: C1=NC2=C(N1)C(=S)N=CN2. Cell line: HOP-62. Synergy scores: CSS=39.5, Synergy_ZIP=0.262, Synergy_Bliss=-0.912, Synergy_Loewe=-2.24, Synergy_HSA=1.24. (5) Cell line: MDA-MB-435. Drug 2: C(CN)CNCCSP(=O)(O)O. Drug 1: C1=CC(=CC=C1CCC2=CNC3=C2C(=O)NC(=N3)N)C(=O)NC(CCC(=O)O)C(=O)O. Synergy scores: CSS=9.47, Synergy_ZIP=-2.45, Synergy_Bliss=-0.742, Synergy_Loewe=-21.0, Synergy_HSA=-0.452. (6) Drug 1: C1=CC(=CC=C1CCCC(=O)O)N(CCCl)CCCl. Drug 2: CC1CCC2CC(C(=CC=CC=CC(CC(C(=O)C(C(C(=CC(C(=O)CC(OC(=O)C3CCCCN3C(=O)C(=O)C1(O2)O)C(C)CC4CCC(C(C4)OC)O)C)C)O)OC)C)C)C)OC. Cell line: MDA-MB-435. Synergy scores: CSS=5.95, Synergy_ZIP=-5.06, Synergy_Bliss=-4.06, Synergy_Loewe=-8.40, Synergy_HSA=-3.16.